From a dataset of Catalyst prediction with 721,799 reactions and 888 catalyst types from USPTO. Predict which catalyst facilitates the given reaction. (1) Reactant: CCN(C(C)C)C(C)C.[CH3:10][C:11]1[O:15][N:14]=[C:13]([C:16]([OH:18])=O)[CH:12]=1.C1C=CC2N(O)N=NC=2C=1.CCN=C=NCCCN(C)C.Cl.[NH2:41][CH2:42][C:43]([N:45]1[CH2:50][CH2:49][N:48]([C:51](=[O:62])[C:52]2[CH:57]=[CH:56][CH:55]=[CH:54][C:53]=2[C:58]([F:61])([F:60])[F:59])[CH2:47][CH2:46]1)=[O:44]. Product: [O:44]=[C:43]([N:45]1[CH2:46][CH2:47][N:48]([C:51](=[O:62])[C:52]2[CH:57]=[CH:56][CH:55]=[CH:54][C:53]=2[C:58]([F:61])([F:60])[F:59])[CH2:49][CH2:50]1)[CH2:42][NH:41][C:16]([C:13]1[CH:12]=[C:11]([CH3:10])[O:15][N:14]=1)=[O:18]. The catalyst class is: 18. (2) Reactant: [O:1]1[CH:5]=[CH:4][CH:3]=[C:2]1[S:6](Cl)(=[O:8])=[O:7].C([N:12](CC)CC)C.CCO[C:20]([CH3:22])=[O:21].[CH3:23][CH2:24][CH2:25][CH2:26]CC. Product: [OH:21][CH2:20][C@@H:22]([NH:12][S:6]([C:2]1[O:1][CH:5]=[CH:4][CH:3]=1)(=[O:8])=[O:7])[C@@H:25]([CH3:26])[CH2:24][CH3:23]. The catalyst class is: 2. (3) Reactant: [ClH:1].Cl.[CH:3]1([CH2:9][O:10][C:11]2[C:12]3[N:13]([C:17]([C:21]([NH:23][C@H:24]4[CH2:29][CH2:28][CH2:27][NH:26][CH2:25]4)=[O:22])=[C:18]([CH3:20])[N:19]=3)[CH:14]=[CH:15][CH:16]=2)[CH2:8][CH2:7][CH2:6][CH2:5][CH2:4]1.C(N(CC)CC)C.C(O[C:40]1(O[Si](C)(C)C)[CH2:42][CH2:41]1)C.C([BH3-])#N.[Na+]. Product: [ClH:1].[ClH:1].[CH:3]1([CH2:9][O:10][C:11]2[C:12]3[N:13]([C:17]([C:21]([NH:23][C@H:24]4[CH2:29][CH2:28][CH2:27][N:26]([CH:40]5[CH2:42][CH2:41]5)[CH2:25]4)=[O:22])=[C:18]([CH3:20])[N:19]=3)[CH:14]=[CH:15][CH:16]=2)[CH2:8][CH2:7][CH2:6][CH2:5][CH2:4]1. The catalyst class is: 130. (4) Reactant: [O:1]1[CH2:6][CH2:5][N:4]([C:7]2[CH:12]=[CH:11][C:10]([NH:13][CH:14]=[C:15]3[C:23]4[C:18](=[CH:19][CH:20]=[CH:21][CH:22]=4)[NH:17][C:16]3=[O:24])=[CH:9][CH:8]=2)[CH2:3][CH2:2]1.[CH2:25]=O.[NH:27]1[CH2:32][CH2:31][O:30][CH2:29][CH2:28]1. Product: [N:27]1([CH2:25][N:17]2[C:18]3[C:23](=[CH:22][CH:21]=[CH:20][CH:19]=3)[C:15](=[CH:14][NH:13][C:10]3[CH:11]=[CH:12][C:7]([N:4]4[CH2:5][CH2:6][O:1][CH2:2][CH2:3]4)=[CH:8][CH:9]=3)[C:16]2=[O:24])[CH2:32][CH2:31][O:30][CH2:29][CH2:28]1. The catalyst class is: 14. (5) Reactant: N(OC(C)(C)C)=O.N[C:9]1[S:10][C:11]([C:20]([O:22][CH2:23][CH3:24])=[O:21])=[C:12]([C:14]2[N:18]([CH3:19])[N:17]=[CH:16][N:15]=2)[N:13]=1.[ClH:25]. Product: [Cl:25][C:9]1[S:10][C:11]([C:20]([O:22][CH2:23][CH3:24])=[O:21])=[C:12]([C:14]2[N:18]([CH3:19])[N:17]=[CH:16][N:15]=2)[N:13]=1. The catalyst class is: 879. (6) Reactant: [BH4-].[Na+].[CH3:3][N:4]([CH3:22])[CH2:5][CH2:6][N:7]1[C:16](=[O:17])[C:15]2[CH:18]=[CH:19][CH:20]=[C:13]3[C:14]=2[C:9](=[CH:10][CH:11]=[CH:12]3)[C:8]1=[O:21]. Product: [CH3:3][N:4]([CH3:22])[CH2:5][CH2:6][N:7]1[CH:16]([OH:17])[C:15]2[CH:18]=[CH:19][CH:20]=[C:13]3[C:14]=2[C:9](=[CH:10][CH:11]=[CH:12]3)[C:8]1=[O:21]. The catalyst class is: 88.